This data is from Forward reaction prediction with 1.9M reactions from USPTO patents (1976-2016). The task is: Predict the product of the given reaction. (1) Given the reactants Br[C:2]1[CH:7]=[CH:6][C:5]([O:8][CH2:9][CH3:10])=[C:4]([F:11])[C:3]=1[F:12].C([Li])CCC.[CH2:18]([CH:21]1[CH2:25][CH2:24][CH:23]([CH:26]2[CH2:31][CH2:30][C:29](=[O:32])[CH2:28][CH2:27]2)[CH2:22]1)[CH2:19][CH3:20].[Cl-].[NH4+], predict the reaction product. The product is: [CH2:9]([O:8][C:5]1[CH:6]=[CH:7][C:2]([C:29]2([OH:32])[CH2:28][CH2:27][CH:26]([CH:23]3[CH2:24][CH2:25][CH:21]([CH2:18][CH2:19][CH3:20])[CH2:22]3)[CH2:31][CH2:30]2)=[C:3]([F:12])[C:4]=1[F:11])[CH3:10]. (2) Given the reactants [CH2:1]([O:5][CH2:6][CH2:7][O:8][C:9]1[CH:14]=[CH:13][C:12]([C:15]2[CH:16]=[CH:17][C:18]3[N:24](C(=O)C(F)(F)F)[CH2:23][CH2:22][C:21]([C:31]([NH:33][C:34]4[CH:39]=[CH:38][C:37]([CH:40]([OH:49])[C:41]5[CH:46]=[C:45]([CH3:47])[CH:44]=[CH:43][N+:42]=5[O-:48])=[C:36]([C:50]([F:53])([F:52])[F:51])[CH:35]=4)=[O:32])=[CH:20][C:19]=3[CH:54]=2)=[CH:11][CH:10]=1)[CH2:2][CH2:3][CH3:4].[BH4-].[Na+], predict the reaction product. The product is: [CH2:1]([O:5][CH2:6][CH2:7][O:8][C:9]1[CH:10]=[CH:11][C:12]([C:15]2[CH:16]=[CH:17][C:18]3[NH:24][CH2:23][CH2:22][C:21]([C:31]([NH:33][C:34]4[CH:39]=[CH:38][C:37]([CH:40]([OH:49])[C:41]5[CH:46]=[C:45]([CH3:47])[CH:44]=[CH:43][N+:42]=5[O-:48])=[C:36]([C:50]([F:53])([F:51])[F:52])[CH:35]=4)=[O:32])=[CH:20][C:19]=3[CH:54]=2)=[CH:13][CH:14]=1)[CH2:2][CH2:3][CH3:4]. (3) Given the reactants [C:1]([C:3](=[CH:7][C:8]1[CH:13]=[CH:12][C:11]([OH:14])=[CH:10][CH:9]=1)[C:4]([OH:6])=[O:5])#[N:2], predict the reaction product. The product is: [C:1]([CH:3]([CH2:7][C:8]1[CH:9]=[CH:10][C:11]([OH:14])=[CH:12][CH:13]=1)[C:4]([OH:6])=[O:5])#[N:2]. (4) Given the reactants CCCCC[CH:6]([C:13]1[CH:17]=[C:16]([CH2:18][OH:19])[N:15]([CH2:20][CH2:21][CH3:22])[N:14]=1)[C:7]1[CH:12]=[CH:11][CH:10]=[CH:9][CH:8]=1.[C:23]([O:27][C:28](=[O:42])[C:29]([CH3:41])([O:31][C:32]1[CH:40]=[CH:39][C:35]([C:36](O)=[O:37])=[CH:34][CH:33]=1)[CH3:30])([CH3:26])([CH3:25])[CH3:24].[CH3:43]N(C1C=CC=CN=1)C.Cl.CN(C)CCCN=C=NCC.C(O)(=O)CC(CC(O)=O)(C(O)=O)O, predict the reaction product. The product is: [C:23]([O:27][C:28](=[O:42])[C:29]([CH3:41])([O:31][C:32]1[CH:40]=[CH:39][C:35]([C:36]([O:19][CH2:18][C:16]2[N:15]([CH2:20][CH2:21][CH3:22])[N:14]=[C:13]([CH2:6][C:7]3[CH:8]=[CH:9][C:10]([CH3:43])=[CH:11][CH:12]=3)[CH:17]=2)=[O:37])=[CH:34][CH:33]=1)[CH3:30])([CH3:26])([CH3:25])[CH3:24]. (5) Given the reactants C([Si](C)(C)[O:6][CH2:7][CH2:8][N:9]1[CH:13]=[CH:12][C:11]([NH:14][C:15](=[O:35])[CH:16]([C:24]2[CH:29]=[CH:28][C:27]([S:30]([CH3:33])(=[O:32])=[O:31])=[C:26]([Cl:34])[CH:25]=2)[CH2:17][CH:18]2[CH2:23][CH2:22][O:21][CH2:20][CH2:19]2)=[N:10]1)(C)(C)C.C(O)C, predict the reaction product. The product is: [Cl:34][C:26]1[CH:25]=[C:24]([CH:16]([CH2:17][CH:18]2[CH2:23][CH2:22][O:21][CH2:20][CH2:19]2)[C:15]([NH:14][C:11]2[CH:12]=[CH:13][N:9]([CH2:8][CH2:7][OH:6])[N:10]=2)=[O:35])[CH:29]=[CH:28][C:27]=1[S:30]([CH3:33])(=[O:32])=[O:31]. (6) Given the reactants [OH:1][C:2]1[N:10]=[CH:9][C:8]([F:11])=[CH:7][C:3]=1[C:4]([OH:6])=[O:5].[F:12][C:13]1[CH:14]=[C:15](O)[CH:16]=[CH:17][CH:18]=1, predict the reaction product. The product is: [F:11][C:8]1[CH:9]=[N:10][C:2]([O:1][C:17]2[CH:16]=[CH:15][CH:14]=[C:13]([F:12])[CH:18]=2)=[C:3]([CH:7]=1)[C:4]([OH:6])=[O:5]. (7) Given the reactants [Br:1][C:2]1[CH:3]=[CH:4][C:5]([S:8](Cl)(=[O:10])=[O:9])=[N:6][CH:7]=1.[F:12][C:13]([F:19])([F:18])[C:14]([CH3:17])([NH2:16])[CH3:15], predict the reaction product. The product is: [F:12][C:13]([F:19])([F:18])[C:14]([NH:16][S:8]([C:5]1[CH:4]=[CH:3][C:2]([Br:1])=[CH:7][N:6]=1)(=[O:10])=[O:9])([CH3:17])[CH3:15]. (8) The product is: [C:38]([OH:37])(=[O:39])/[CH:40]=[CH:14]/[C:9]([OH:19])=[O:8].[NH:30]1[C:31]2[C:27](=[CH:26][C:25]([C:2]3[N:7]=[N:6][C:5]([O:8][C@@H:9]4[CH:14]5[CH2:15][CH2:16][N:11]([CH2:12][CH2:13]5)[CH2:10]4)=[CH:4][CH:3]=3)=[CH:33][CH:32]=2)[CH:28]=[N:29]1. Given the reactants Cl[C:2]1[N:7]=[N:6][C:5]([O:8][C@@H:9]2[CH:14]3[CH2:15][CH2:16][N:11]([CH2:12][CH2:13]3)[CH2:10]2)=[CH:4][CH:3]=1.CC1(C)C(C)(C)OB([C:25]2[CH:26]=[C:27]3[C:31](=[CH:32][CH:33]=2)[NH:30][N:29]=[CH:28]3)[O:19]1.CC[O:37][C:38]([CH3:40])=[O:39].CO, predict the reaction product.